This data is from Full USPTO retrosynthesis dataset with 1.9M reactions from patents (1976-2016). The task is: Predict the reactants needed to synthesize the given product. Given the product [C:38]([OH:37])(=[O:39])/[CH:40]=[CH:14]/[C:9]([OH:19])=[O:8].[NH:30]1[C:31]2[C:27](=[CH:26][C:25]([C:2]3[N:7]=[N:6][C:5]([O:8][C@@H:9]4[CH:14]5[CH2:15][CH2:16][N:11]([CH2:12][CH2:13]5)[CH2:10]4)=[CH:4][CH:3]=3)=[CH:33][CH:32]=2)[CH:28]=[N:29]1, predict the reactants needed to synthesize it. The reactants are: Cl[C:2]1[N:7]=[N:6][C:5]([O:8][C@@H:9]2[CH:14]3[CH2:15][CH2:16][N:11]([CH2:12][CH2:13]3)[CH2:10]2)=[CH:4][CH:3]=1.CC1(C)C(C)(C)OB([C:25]2[CH:26]=[C:27]3[C:31](=[CH:32][CH:33]=2)[NH:30][N:29]=[CH:28]3)[O:19]1.CC[O:37][C:38]([CH3:40])=[O:39].CO.